From a dataset of Catalyst prediction with 721,799 reactions and 888 catalyst types from USPTO. Predict which catalyst facilitates the given reaction. (1) Reactant: [CH:1](=O)[CH:2](C)[CH3:3].[C:6]([O:12][CH2:13][CH3:14])(=[O:11])[CH2:7][C:8]([O-])=O. Product: [CH3:1][CH:2]([CH3:3])[CH:8]=[CH:7][C:6]([O:12][CH2:13][CH3:14])=[O:11]. The catalyst class is: 456. (2) Reactant: [F:1][C:2]1[CH:9]=[CH:8][CH:7]=[C:6]([OH:10])[C:3]=1[CH:4]=O.[N+:11]([C:13]1[CH:22]=[CH:21][C:16]2[O:17][CH2:18][CH2:19][O:20][C:15]=2[CH:14]=1)#[C-:12].[CH3:23][C:24]1[N:29]=[C:28]([NH2:30])[CH:27]=[CH:26][CH:25]=1.[Br-].C([N+]1C=CN(C)C=1)CCC. Product: [O:17]1[CH2:18][CH2:19][O:20][C:15]2[CH:14]=[C:13]([NH:11][C:12]3[N:29]4[C:24]([CH3:23])=[CH:25][CH:26]=[CH:27][C:28]4=[N:30][C:4]=3[C:3]3[C:2]([F:1])=[CH:9][CH:8]=[CH:7][C:6]=3[OH:10])[CH:22]=[CH:21][C:16]1=2. The catalyst class is: 243. (3) Reactant: Cl.[N:2]1([C:6]([C:8]2[CH:42]=[CH:41][C:11]([O:12][C:13]3[CH:14]=[C:15]([CH:26]=[C:27]([O:29][C@@H:30]([CH3:40])[CH2:31][O:32][Si](C(C)(C)C)(C)C)[CH:28]=3)[C:16]([NH:18][C:19]3[CH:23]=[C:22]([CH3:24])[N:21]([CH3:25])[N:20]=3)=[O:17])=[CH:10][CH:9]=2)=[O:7])[CH2:5][CH2:4][CH2:3]1.C(=O)(O)[O-].[Na+]. Product: [N:2]1([C:6]([C:8]2[CH:42]=[CH:41][C:11]([O:12][C:13]3[CH:14]=[C:15]([CH:26]=[C:27]([O:29][C@@H:30]([CH3:40])[CH2:31][OH:32])[CH:28]=3)[C:16]([NH:18][C:19]3[CH:23]=[C:22]([CH3:24])[N:21]([CH3:25])[N:20]=3)=[O:17])=[CH:10][CH:9]=2)=[O:7])[CH2:3][CH2:4][CH2:5]1. The catalyst class is: 125. (4) Reactant: [CH:1]1([CH2:7][N:8]([CH3:20])[C:9](=[O:19])[C:10]2[CH:15]=[CH:14][C:13]([N+:16]([O-])=O)=[CH:12][CH:11]=2)[CH2:6][CH2:5][CH2:4][CH2:3][CH2:2]1.[H][H]. Product: [NH2:16][C:13]1[CH:14]=[CH:15][C:10]([C:9]([N:8]([CH2:7][CH:1]2[CH2:2][CH2:3][CH2:4][CH2:5][CH2:6]2)[CH3:20])=[O:19])=[CH:11][CH:12]=1. The catalyst class is: 50. (5) Reactant: [CH2:1]([C:4]1([CH3:20])[O:9][CH2:8][C@@H:7]([CH2:10][CH3:11])[N:6]([CH2:12][C:13]2[CH:18]=[CH:17][CH:16]=[CH:15][CH:14]=2)[C:5]1=[O:19])[CH:2]=C.[O:21]=[O+][O-].O=O.CSC. Product: [CH2:12]([N:6]1[C@H:7]([CH2:10][CH3:11])[CH2:8][O:9][C:4]([CH2:1][CH:2]=[O:21])([CH3:20])[C:5]1=[O:19])[C:13]1[CH:18]=[CH:17][CH:16]=[CH:15][CH:14]=1. The catalyst class is: 5. (6) Reactant: [C:1]([C:5]1[CH:10]=[CH:9][C:8]([S:11](Cl)(=[O:13])=[O:12])=[CH:7][C:6]=1[F:15])([CH3:4])([CH3:3])[CH3:2].[F:16][CH2:17][C:18]1[CH:22]=[C:21]([NH2:23])[N:20]([C:24]2[CH:33]=[CH:32][CH:31]=[C:30]3[C:25]=2[CH:26]=[CH:27][CH:28]=[N:29]3)[N:19]=1.[OH-].[Li+].[OH-].[Na+].Cl. Product: [C:1]([C:5]1[CH:10]=[CH:9][C:8]([S:11]([NH:23][C:21]2[N:20]([C:24]3[CH:33]=[CH:32][CH:31]=[C:30]4[C:25]=3[CH:26]=[CH:27][CH:28]=[N:29]4)[N:19]=[C:18]([CH2:17][F:16])[CH:22]=2)(=[O:13])=[O:12])=[CH:7][C:6]=1[F:15])([CH3:4])([CH3:3])[CH3:2]. The catalyst class is: 377.